The task is: Predict the reactants needed to synthesize the given product.. This data is from Full USPTO retrosynthesis dataset with 1.9M reactions from patents (1976-2016). (1) Given the product [Cl:28][C:25]1[CH:26]=[CH:27][C:22]([C:17]2([CH2:16][C:12]3[N:11]4[CH2:29][CH2:30][N:31]([CH:34]([CH3:39])[C:35]([F:38])([F:37])[F:36])[C:32](=[O:33])[C:10]4=[C:9]([OH:8])[C:14](=[O:15])[N:13]=3)[CH2:18][CH2:19][CH2:20][CH2:21]2)=[CH:23][CH:24]=1, predict the reactants needed to synthesize it. The reactants are: C([O:8][C:9]1[C:14](=[O:15])[N:13]=[C:12]([CH2:16][C:17]2([C:22]3[CH:27]=[CH:26][C:25]([Cl:28])=[CH:24][CH:23]=3)[CH2:21][CH2:20][CH2:19][CH2:18]2)[N:11]2[CH2:29][CH2:30][N:31]([CH:34]([CH3:39])[C:35]([F:38])([F:37])[F:36])[C:32](=[O:33])[C:10]=12)C1C=CC=CC=1.Cl.C([O-])(O)=O.[Na+]. (2) The reactants are: [OH:1][C:2]([CH3:31])([CH3:30])[CH2:3][CH2:4][O:5][C:6]1[CH:11]=[C:10]([CH3:12])[C:9]([C:13]2[CH:18]=[CH:17][CH:16]=[C:15]([CH2:19][O:20][C:21]3[CH:28]=[CH:27][C:24]([CH:25]=[O:26])=[CH:23][CH:22]=3)[CH:14]=2)=[C:8]([CH3:29])[CH:7]=1.[C:32](OC(=O)C)(=[O:34])[CH3:33].N1C=CC=CC=1. Given the product [C:32]([O:1][C:2]([CH3:31])([CH3:30])[CH2:3][CH2:4][O:5][C:6]1[CH:7]=[C:8]([CH3:29])[C:9]([C:13]2[CH:18]=[CH:17][CH:16]=[C:15]([CH2:19][O:20][C:21]3[CH:22]=[CH:23][C:24]([CH:25]=[O:26])=[CH:27][CH:28]=3)[CH:14]=2)=[C:10]([CH3:12])[CH:11]=1)(=[O:34])[CH3:33], predict the reactants needed to synthesize it. (3) Given the product [NH:9]1[C:10]2[C:5](=[CH:4][CH:3]=[C:2]([NH:1][C:24]([C:21]3[CH:22]=[CH:23][C:18]([C:27]4[CH:28]=[CH:29][CH:30]=[CH:31][CH:32]=4)=[CH:19][CH:20]=3)=[O:25])[CH:11]=2)[CH2:6][CH2:7][CH2:8]1, predict the reactants needed to synthesize it. The reactants are: [NH2:1][C:2]1[CH:11]=[C:10]2[C:5]([CH2:6][CH2:7][CH2:8][N:9]2C(=O)C(F)(F)F)=[CH:4][CH:3]=1.[C:18]1([C:27]2[CH:32]=[CH:31][CH:30]=[CH:29][CH:28]=2)[CH:23]=[CH:22][C:21]([C:24](O)=[O:25])=[CH:20][CH:19]=1.Cl.CN(C)CCCN=C=NCC.[OH-].[Na+]. (4) Given the product [OH:8][CH2:9][C@H:10]1[CH2:14][N:13]([C:15]2[CH:24]=[C:23]3[C:18]([CH:19]=[C:20]([C:26]4[CH:31]=[CH:30][CH:29]=[CH:28][C:27]=4[C:32]([F:33])([F:35])[F:34])[NH:21][C:22]3=[O:25])=[CH:17][CH:16]=2)[C:12](=[O:36])[N:11]1[CH3:37], predict the reactants needed to synthesize it. The reactants are: C([O:8][CH2:9][C@H:10]1[CH2:14][N:13]([C:15]2[CH:24]=[C:23]3[C:18]([CH:19]=[C:20]([C:26]4[CH:31]=[CH:30][CH:29]=[CH:28][C:27]=4[C:32]([F:35])([F:34])[F:33])[NH:21][C:22]3=[O:25])=[CH:17][CH:16]=2)[C:12](=[O:36])[N:11]1[CH3:37])C1C=CC=CC=1.[H][H]. (5) Given the product [C:32]([O:31][CH2:30][C@@H:25]([C@H:20]([C@@H:15]([C@@H:10]([CH2:9][O:8][C:5](=[O:7])[NH2:6])[O:11][C:12](=[O:14])[NH2:13])[O:16][C:17](=[O:19])[NH2:18])[O:21][C:22](=[O:24])[NH2:23])[O:26][C:27](=[O:29])[NH2:28])(=[O:34])[NH2:33].[CH2:1]=[O:2], predict the reactants needed to synthesize it. The reactants are: [CH2:1]=[O:2].[OH-].[Na+].[C:5]([O:8][CH2:9][C@@H:10]([C@H:15]([C@@H:20]([C@@H:25]([CH2:30][O:31][C:32](=[O:34])[NH2:33])[O:26][C:27](=[O:29])[NH2:28])[O:21][C:22](=[O:24])[NH2:23])[O:16][C:17](=[O:19])[NH2:18])[O:11][C:12](=[O:14])[NH2:13])(=[O:7])[NH2:6]. (6) Given the product [CH:3]1[CH:8]=[C:7]2[C:9]([O:11][C:12]3([C:25]4[C:20](=[CH:21][C:22]([OH:36])=[C:23]([CH2:26][N:27]([CH2:28][C:29]([OH:31])=[O:30])[CH2:32][C:33]([OH:35])=[O:34])[CH:24]=4)[O:19][C:18]4[C:13]3=[CH:14][C:15]([CH2:38][N:39]([CH2:40][C:41]([OH:43])=[O:42])[CH2:44][C:45]([OH:47])=[O:46])=[C:16]([OH:37])[CH:17]=4)[C:6]2=[CH:5][CH:4]=1)=[O:10].[CH2:38]([N:39]([CH2:44][C:45]([OH:47])=[O:46])[CH2:40][C:41]([OH:43])=[O:42])[CH2:15][N:27]([CH2:28][C:29]([OH:31])=[O:30])[CH2:32][C:33]([OH:34])=[O:1], predict the reactants needed to synthesize it. The reactants are: [OH-:1].[Na+].[CH:3]1[CH:8]=[C:7]2[C:9]([O:11][C:12]3([C:25]4[C:20](=[CH:21][C:22]([OH:36])=[C:23]([CH2:26][N:27]([CH2:32][C:33]([OH:35])=[O:34])[CH2:28][C:29]([OH:31])=[O:30])[CH:24]=4)[O:19][C:18]4[C:13]3=[CH:14][C:15]([CH2:38][N:39]([CH2:44][C:45]([OH:47])=[O:46])[CH2:40][C:41]([OH:43])=[O:42])=[C:16]([OH:37])[CH:17]=4)[C:6]2=[CH:5][CH:4]=1)=[O:10]. (7) Given the product [CH3:32][S:33]([C:36]1[CH:41]=[CH:40][C:39]([C:2]2[CH:7]=[CH:6][N:5]3[C:8]([C:11]4[CH:12]=[CH:13][C:14]([CH2:15][NH:16][C:17](=[O:29])[CH2:18][C:19]5[CH:24]=[CH:23][CH:22]=[C:21]([C:25]([F:28])([F:26])[F:27])[CH:20]=5)=[CH:30][CH:31]=4)=[CH:9][N:10]=[C:4]3[CH:3]=2)=[CH:38][CH:37]=1)(=[O:35])=[O:34], predict the reactants needed to synthesize it. The reactants are: Cl[C:2]1[CH:7]=[CH:6][N:5]2[C:8]([C:11]3[CH:31]=[CH:30][C:14]([CH2:15][NH:16][C:17](=[O:29])[CH2:18][C:19]4[CH:24]=[CH:23][CH:22]=[C:21]([C:25]([F:28])([F:27])[F:26])[CH:20]=4)=[CH:13][CH:12]=3)=[CH:9][N:10]=[C:4]2[CH:3]=1.[CH3:32][S:33]([C:36]1[CH:41]=[CH:40][C:39](B(O)O)=[CH:38][CH:37]=1)(=[O:35])=[O:34].C1(P(C2CCCCC2)C2C=CC=CC=2C2C(OC)=CC=CC=2OC)CCCCC1.CC(C1C=C(C(C)C)C(C2C=CC=CC=2P(C2CCCCC2)C2CCCCC2)=C(C(C)C)C=1)C.[O-]P([O-])([O-])=O.[K+].[K+].[K+].